Dataset: Catalyst prediction with 721,799 reactions and 888 catalyst types from USPTO. Task: Predict which catalyst facilitates the given reaction. Reactant: [CH3:1][CH:2]([NH2:24])[C:3]#[C:4][C:5]1[S:9][C:8]([O:10][C:11]2[CH:16]=[CH:15][C:14]([O:17][C:18]3[CH:23]=[CH:22][CH:21]=[CH:20][CH:19]=3)=[CH:13][CH:12]=2)=[N:7][CH:6]=1.[C:25](O)(=[O:28])[CH2:26][CH3:27].CN(C(ON1N=NC2C=CC=CC1=2)=[N+](C)C)C.[B-](F)(F)(F)F.C(N(C(C)C)CC)(C)C. Product: [CH3:1][CH:2]([NH:24][C:25](=[O:28])[CH2:26][CH3:27])[C:3]#[C:4][C:5]1[S:9][C:8]([O:10][C:11]2[CH:16]=[CH:15][C:14]([O:17][C:18]3[CH:23]=[CH:22][CH:21]=[CH:20][CH:19]=3)=[CH:13][CH:12]=2)=[N:7][CH:6]=1. The catalyst class is: 3.